Dataset: Aqueous solubility values for 9,982 compounds from the AqSolDB database. Task: Regression/Classification. Given a drug SMILES string, predict its absorption, distribution, metabolism, or excretion properties. Task type varies by dataset: regression for continuous measurements (e.g., permeability, clearance, half-life) or binary classification for categorical outcomes (e.g., BBB penetration, CYP inhibition). For this dataset (solubility_aqsoldb), we predict Y. (1) The Y is 0.534 log mol/L. The molecule is NCCN(CCN)CCN.NCCNCCNCCN. (2) The molecule is COC1OC(CNC(=O)N(CCCl)N=O)C(O)C(O)C1O. The Y is -1.56 log mol/L. (3) The compound is C=C(C)C(=O)OCCOCCOCCOCC. The Y is -0.603 log mol/L.